From a dataset of Forward reaction prediction with 1.9M reactions from USPTO patents (1976-2016). Predict the product of the given reaction. (1) Given the reactants [CH3:1][O:2][C:3]1[CH:4]=[C:5]([NH2:10])[C:6]([NH2:9])=[CH:7][CH:8]=1.[C:11]1([CH2:17][N:18]2[CH2:23][CH2:22][O:21][CH:20]([C:24](O)=O)[CH2:19]2)[CH:16]=[CH:15][CH:14]=[CH:13][CH:12]=1.[OH-].[Na+], predict the reaction product. The product is: [CH3:1][O:2][C:3]1[CH:8]=[CH:7][C:6]2[NH:9][C:24]([CH:20]3[O:21][CH2:22][CH2:23][N:18]([CH2:17][C:11]4[CH:16]=[CH:15][CH:14]=[CH:13][CH:12]=4)[CH2:19]3)=[N:10][C:5]=2[CH:4]=1. (2) Given the reactants [CH2:1]([C@H:9]1[CH2:14][NH:13][CH2:12][CH2:11][NH:10]1)[CH2:2][C:3]1[CH:8]=[CH:7][CH:6]=[CH:5][CH:4]=1.[CH:15]1([C:20]2[S:29][C:28]3[NH:27][C:26]4[CH:30]=[CH:31][CH:32]=[CH:33][C:25]=4[NH:24][C:23](=S)[C:22]=3[N:21]=2)[CH2:19][CH2:18][CH2:17][CH2:16]1, predict the reaction product. The product is: [CH:15]1([C:20]2[S:29][C:28]3[NH:27][C:26]4[CH:30]=[CH:31][CH:32]=[CH:33][C:25]=4[N:24]=[C:23]([N:13]4[CH2:12][CH2:11][NH:10][C@@H:9]([CH2:1][CH2:2][C:3]5[CH:4]=[CH:5][CH:6]=[CH:7][CH:8]=5)[CH2:14]4)[C:22]=3[N:21]=2)[CH2:16][CH2:17][CH2:18][CH2:19]1. (3) Given the reactants [Cl:1][C:2]1[CH:7]=[C:6](I)[C:5]([F:9])=[CH:4][N:3]=1.[F:10][C:11]1[C:16]2[CH:17]=[CH:18][O:19][C:15]=2[C:14](B(O)O)=[CH:13][CH:12]=1.C(=O)([O-])[O-].[K+].[K+].COCCOC, predict the reaction product. The product is: [Cl:1][C:2]1[CH:7]=[C:6]([C:14]2[C:15]3[O:19][CH:18]=[CH:17][C:16]=3[C:11]([F:10])=[CH:12][CH:13]=2)[C:5]([F:9])=[CH:4][N:3]=1. (4) Given the reactants [O:1]=[C:2]([C:6]1[C:14]2[C:9](=[CH:10][CH:11]=[C:12]([O:15][C:16]3[CH:21]=[CH:20][CH:19]=[CH:18][CH:17]=3)[CH:13]=2)[NH:8][CH:7]=1)[C:3](Cl)=[O:4].[OH-].[NH4+:23].Cl, predict the reaction product. The product is: [O:1]=[C:2]([C:6]1[C:14]2[C:9](=[CH:10][CH:11]=[C:12]([O:15][C:16]3[CH:21]=[CH:20][CH:19]=[CH:18][CH:17]=3)[CH:13]=2)[NH:8][CH:7]=1)[C:3]([NH2:23])=[O:4]. (5) The product is: [CH2:1]([O:3][C:4]([N:6]1[CH2:20][CH2:19][C:9]2[C:10]3[C:15]([Cl:23])=[N:14][C:13]([CH3:17])=[N:12][C:11]=3[S:18][C:8]=2[CH2:7]1)=[O:5])[CH3:2]. Given the reactants [CH2:1]([O:3][C:4]([N:6]1[CH2:20][CH2:19][C:9]2[C:10]3[C:15](O)=[N:14][C:13]([CH3:17])=[N:12][C:11]=3[S:18][C:8]=2[CH2:7]1)=[O:5])[CH3:2].O=P(Cl)(Cl)[Cl:23], predict the reaction product. (6) Given the reactants [C:1]([O:5][C:6]([N:8]1[CH2:13][CH2:12][CH:11]([N:14]2[CH:18]=[N:17][C:16]([CH2:19][O:20]S(C)(=O)=O)=[N:15]2)[CH2:10][CH2:9]1)=[O:7])([CH3:4])([CH3:3])[CH3:2].[F:25][C:26]1[CH:31]=[C:30]([S:32]([CH3:35])(=[O:34])=[O:33])[CH:29]=[CH:28][C:27]=1O, predict the reaction product. The product is: [C:1]([O:5][C:6]([N:8]1[CH2:9][CH2:10][CH:11]([N:14]2[CH:18]=[N:17][C:16]([CH2:19][O:20][C:27]3[CH:28]=[CH:29][C:30]([S:32]([CH3:35])(=[O:34])=[O:33])=[CH:31][C:26]=3[F:25])=[N:15]2)[CH2:12][CH2:13]1)=[O:7])([CH3:2])([CH3:3])[CH3:4].